Dataset: Forward reaction prediction with 1.9M reactions from USPTO patents (1976-2016). Task: Predict the product of the given reaction. Given the reactants [Si:1]([O:18][C@H:19]([CH3:25])[CH2:20][CH2:21][CH2:22][CH2:23][OH:24])([C:14]([CH3:17])([CH3:16])[CH3:15])([C:8]1[CH:13]=[CH:12][CH:11]=[CH:10][CH:9]=1)[C:2]1[CH:7]=[CH:6][CH:5]=[CH:4][CH:3]=1.[CH2:26]=[C:27]1[CH2:32][CH2:31][N:30]([C:33]([O:35][C:36]([CH3:39])([CH3:38])[CH3:37])=[O:34])[CH2:29][CH2:28]1.[Si](OS(C(F)(F)F)(=O)=O)(C)(C)C.[I:52]N1C(=O)CCC1=O.[O-]S([O-])(=S)=O.[Na+].[Na+], predict the reaction product. The product is: [Si:1]([O:18][C@H:19]([CH3:25])[CH2:20][CH2:21][CH2:22][CH2:23][O:24][C:27]1([CH2:26][I:52])[CH2:32][CH2:31][N:30]([C:33]([O:35][C:36]([CH3:39])([CH3:38])[CH3:37])=[O:34])[CH2:29][CH2:28]1)([C:14]([CH3:16])([CH3:17])[CH3:15])([C:8]1[CH:9]=[CH:10][CH:11]=[CH:12][CH:13]=1)[C:2]1[CH:3]=[CH:4][CH:5]=[CH:6][CH:7]=1.